This data is from Forward reaction prediction with 1.9M reactions from USPTO patents (1976-2016). The task is: Predict the product of the given reaction. (1) Given the reactants [O:1]1[CH:5]=[CH:4][CH:3]=[C:2]1[CH2:6][CH2:7][CH2:8]O.C1(C)C=CC(S(Cl)(=O)=O)=CC=1.Cl.[Na+].[I-:23], predict the reaction product. The product is: [I:23][CH2:8][CH2:7][CH2:6][C:2]1[O:1][CH:5]=[CH:4][CH:3]=1. (2) Given the reactants [CH3:1][C:2]1[CH:10]=[CH:9][C:8]([CH3:11])=[CH:7][C:3]=1[C:4]([OH:6])=[O:5].[Br:12]N1C(=O)CCC1=O, predict the reaction product. The product is: [Br:12][C:10]1[C:2]([CH3:1])=[C:3]([CH:7]=[C:8]([CH3:11])[CH:9]=1)[C:4]([OH:6])=[O:5]. (3) Given the reactants [CH3:1][C:2]1[CH:7]=[CH:6][CH:5]=[C:4]([CH3:8])[C:3]=1[C:9]1[NH:10][C:11]2[CH:17]=[C:16]([CH:18]=[O:19])[CH:15]=[CH:14][C:12]=2[N:13]=1.[CH3:20][C:21]([O:24][C:25](O[C:25]([O:24][C:21]([CH3:23])([CH3:22])[CH3:20])=[O:26])=[O:26])([CH3:23])[CH3:22], predict the reaction product. The product is: [C:21]([O:24][C:25]([N:10]1[C:11]2[CH:17]=[C:16]([CH:18]=[O:19])[CH:15]=[CH:14][C:12]=2[N:13]=[C:9]1[C:3]1[C:4]([CH3:8])=[CH:5][CH:6]=[CH:7][C:2]=1[CH3:1])=[O:26])([CH3:23])([CH3:22])[CH3:20]. (4) Given the reactants [O:1]=[C:2]1[NH:6][C:5]2[C:7]([C:15]([F:18])([F:17])[F:16])=[CH:8][CH:9]=[C:10]([C:11]([O:13][CH3:14])=[O:12])[C:4]=2[NH:3]1.[C:19](O[C:19]([O:21][C:22]([CH3:25])([CH3:24])[CH3:23])=[O:20])([O:21][C:22]([CH3:25])([CH3:24])[CH3:23])=[O:20].[H-].[Na+].Cl, predict the reaction product. The product is: [O:1]=[C:2]1[N:6]([C:19]([O:21][C:22]([CH3:25])([CH3:24])[CH3:23])=[O:20])[C:5]2[C:7]([C:15]([F:18])([F:16])[F:17])=[CH:8][CH:9]=[C:10]([C:11]([O:13][CH3:14])=[O:12])[C:4]=2[NH:3]1. (5) The product is: [Cl:1][C:2]1[S:6][C:5]([C:7]2[N:8]=[C:9]([N:16]3[C:24]4[C:19](=[CH:20][CH:21]=[C:22]([O:25][CH2:26][C:27]([NH2:30])=[O:28])[CH:23]=4)[CH2:18][CH2:17]3)[C:10]3[CH2:15][CH2:14][CH2:13][C:11]=3[N:12]=2)=[CH:4][CH:3]=1. Given the reactants [Cl:1][C:2]1[S:6][C:5]([C:7]2[N:8]=[C:9]([N:16]3[C:24]4[C:19](=[CH:20][CH:21]=[C:22]([O:25][CH2:26][C:27](O)=[O:28])[CH:23]=4)[CH2:18][CH2:17]3)[C:10]3[CH2:15][CH2:14][CH2:13][C:11]=3[N:12]=2)=[CH:4][CH:3]=1.[N:30]1([O-])C2C=CC=CC=2N=N1.[NH4+], predict the reaction product. (6) Given the reactants [CH2:1]([O:8][CH2:9][CH2:10][CH2:11][C@H:12]([C:17]1[C:21]([CH:22]2[CH2:24][CH2:23]2)=[C:20]([C:25]2[CH:29]=[C:28]([CH2:30][C:31]([CH3:34])([CH3:33])[CH3:32])[O:27][N:26]=2)[O:19][N:18]=1)[CH2:13][C:14](O)=[O:15])[C:2]1[CH:7]=[CH:6][CH:5]=[CH:4][CH:3]=1.S(Cl)(Cl)=O.[Cl:39][C:40]1[CH:45]=[C:44]([Cl:46])[CH:43]=[CH:42][C:41]=1[NH2:47], predict the reaction product. The product is: [Cl:39][C:40]1[CH:45]=[C:44]([Cl:46])[CH:43]=[CH:42][C:41]=1[NH:47][C:14](=[O:15])[CH2:13][C@@H:12]([C:17]1[C:21]([CH:22]2[CH2:23][CH2:24]2)=[C:20]([C:25]2[CH:29]=[C:28]([CH2:30][C:31]([CH3:32])([CH3:34])[CH3:33])[O:27][N:26]=2)[O:19][N:18]=1)[CH2:11][CH2:10][CH2:9][O:8][CH2:1][C:2]1[CH:7]=[CH:6][CH:5]=[CH:4][CH:3]=1. (7) Given the reactants [CH3:1][O:2][C:3](=[O:31])[CH2:4][N:5]1[CH2:11][C:10]([CH2:12]S(C)(=O)=O)=[CH:9][CH2:8][CH:7]([NH:17][C:18]([C:20]2[C:29]3[C:24](=[CH:25][CH:26]=[CH:27][CH:28]=3)[CH:23]=[CH:22][N:21]=2)=[O:19])[C:6]1=[O:30].[CH2:32]([NH2:39])[C:33]1[CH:38]=[CH:37][CH:36]=[CH:35][CH:34]=1.FC(F)(F)C([O-])=O, predict the reaction product. The product is: [CH3:1][O:2][C:3](=[O:31])[CH2:4][N:5]1[CH2:11][C:10]([CH2:12][NH:39][CH2:32][C:33]2[CH:38]=[CH:37][CH:36]=[CH:35][CH:34]=2)=[CH:9][CH2:8][CH:7]([NH:17][C:18]([C:20]2[C:29]3[C:24](=[CH:25][CH:26]=[CH:27][CH:28]=3)[CH:23]=[CH:22][N:21]=2)=[O:19])[C:6]1=[O:30].